Dataset: Full USPTO retrosynthesis dataset with 1.9M reactions from patents (1976-2016). Task: Predict the reactants needed to synthesize the given product. (1) Given the product [CH:1]([N:4]([CH:5]([CH3:7])[CH3:6])[CH2:17][CH:15]([OH:16])[CH2:14][O:13][CH2:12][CH2:11][CH2:10][Si:9]([CH3:8])([CH3:24])[CH2:18][CH2:19][Si:20]([CH3:23])([CH3:22])[CH3:21])([CH3:3])[CH3:2], predict the reactants needed to synthesize it. The reactants are: [CH:1]([NH:4][CH:5]([CH3:7])[CH3:6])([CH3:3])[CH3:2].[CH3:8][Si:9]([CH3:24])([CH2:18][CH2:19][Si:20]([CH3:23])([CH3:22])[CH3:21])[CH2:10][CH2:11][CH2:12][O:13][CH2:14][CH:15]1[CH2:17][O:16]1. (2) Given the product [CH3:23][O:24][C:25]1[CH:26]=[C:27]([CH:31]=[CH:32][C:33]=1[O:34][CH3:35])[C:28]([N:3]([CH3:2])[C@@H:4]([CH2:16][C:17]1[CH:18]=[CH:19][CH:20]=[CH:21][CH:22]=1)[CH2:5][CH2:6][NH:7][C:8]([C:10]1[CH:15]=[CH:14][CH:13]=[CH:12][N:11]=1)=[O:9])=[O:29], predict the reactants needed to synthesize it. The reactants are: Cl.[CH3:2][NH:3][C@@H:4]([CH2:16][C:17]1[CH:22]=[CH:21][CH:20]=[CH:19][CH:18]=1)[CH2:5][CH2:6][NH:7][C:8]([C:10]1[CH:15]=[CH:14][CH:13]=[CH:12][N:11]=1)=[O:9].[CH3:23][O:24][C:25]1[CH:26]=[C:27]([CH:31]=[CH:32][C:33]=1[O:34][CH3:35])[C:28](Cl)=[O:29].C(=O)([O-])[O-].[K+].[K+].